This data is from Reaction yield outcomes from USPTO patents with 853,638 reactions. The task is: Predict the reaction yield, written as a fraction of the theoretical maximum amount of product (1.0 means a 100% yield; for example, 0.34 means a 34% yield). (1) The reactants are C(O)(C(F)(F)F)=O.[F:8][CH:9]([F:36])[C:10]1[CH:35]=[N:34][C:13]2[N:14]=[C:15]([N:21]3[CH2:24][CH:23]([N:25](C)[C:26](=O)OC(C)(C)C)[CH2:22]3)[C:16]3[N:17]([CH:18]=[N:19][N:20]=3)[C:12]=2[CH:11]=1. The catalyst is C(Cl)Cl. The product is [F:36][CH:9]([F:8])[C:10]1[CH:35]=[N:34][C:13]2[N:14]=[C:15]([N:21]3[CH2:22][CH:23]([NH:25][CH3:26])[CH2:24]3)[C:16]3[N:17]([CH:18]=[N:19][N:20]=3)[C:12]=2[CH:11]=1. The yield is 0.410. (2) The reactants are [CH2:1]([C:3]1[CH:11]=[CH:10][C:6]([C:7](Cl)=[O:8])=[CH:5][CH:4]=1)[CH3:2].[NH:12]1[CH2:22][CH2:21][CH:15]([C:16]([O:18][CH2:19][CH3:20])=[O:17])[CH2:14][CH2:13]1. The catalyst is C(Cl)Cl. The product is [CH2:1]([C:3]1[CH:11]=[CH:10][C:6]([C:7]([N:12]2[CH2:22][CH2:21][CH:15]([C:16]([O:18][CH2:19][CH3:20])=[O:17])[CH2:14][CH2:13]2)=[O:8])=[CH:5][CH:4]=1)[CH3:2]. The yield is 0.950.